The task is: Binary Classification. Given a drug SMILES string, predict its activity (active/inactive) in a high-throughput screening assay against a specified biological target.. This data is from Cav3 T-type calcium channel HTS with 100,875 compounds. (1) The compound is FC(F)(F)C1(O)NC(=O)NC(C1C(=O)c1ccccc1)c1cc(OCC)c(OC)cc1. The result is 0 (inactive). (2) The compound is S=C(NNC(=O)CCn1ncc(c1)C)Nc1ccc(cc1)C. The result is 0 (inactive). (3) The molecule is S(c1c(NC(=O)CSc2[nH]ncn2)cccc1)c1ccccc1. The result is 0 (inactive).